Dataset: Full USPTO retrosynthesis dataset with 1.9M reactions from patents (1976-2016). Task: Predict the reactants needed to synthesize the given product. (1) Given the product [Br:16][C:17]1[CH:22]=[CH:21][C:20]([NH:23][CH2:24][CH2:25][O:26][Si:12]([C:8]([CH3:11])([CH3:10])[CH3:9])([CH3:15])[CH3:14])=[CH:19][C:18]=1[CH3:27], predict the reactants needed to synthesize it. The reactants are: C(N(CC)CC)C.[C:8]([Si:12]([CH3:15])([CH3:14])Cl)([CH3:11])([CH3:10])[CH3:9].[Br:16][C:17]1[CH:22]=[CH:21][C:20]([NH:23][CH2:24][CH2:25][OH:26])=[CH:19][C:18]=1[CH3:27]. (2) Given the product [CH3:17][C@H:7]1[N:6]2[C:11]([CH2:12][O:13][C:14]3[C:5]2=[CH:4][CH:3]=[C:2]([B:21]2[O:22][C:23]([CH3:25])([CH3:24])[C:19]([CH3:35])([CH3:18])[O:20]2)[CH:15]=3)=[N:10][NH:9][C:8]1=[O:16], predict the reactants needed to synthesize it. The reactants are: Br[C:2]1[CH:15]=[C:14]2[C:5]([N:6]3[C:11]([CH2:12][O:13]2)=[N:10][NH:9][C:8](=[O:16])[C@H:7]3[CH3:17])=[CH:4][CH:3]=1.[CH3:18][C:19]1([CH3:35])[C:23]([CH3:25])([CH3:24])[O:22][B:21]([B:21]2[O:22][C:23]([CH3:25])([CH3:24])[C:19]([CH3:35])([CH3:18])[O:20]2)[O:20]1.C([O-])(=O)C.[K+].